Dataset: Reaction yield outcomes from USPTO patents with 853,638 reactions. Task: Predict the reaction yield, written as a fraction of the theoretical maximum amount of product (1.0 means a 100% yield; for example, 0.34 means a 34% yield). The reactants are [O:1]=[C:2]1[C:11]2[CH:10]=[CH:9][CH:8]=[C:7]3[NH:12][CH:13]([C:23]4[CH:28]=[CH:27][CH:26]=[CH:25][CH:24]=4)[CH:14]([C:15]4[CH:16]=[C:17]([CH:20]=[CH:21][CH:22]=4)[CH:18]=O)[C:5]([C:6]=23)=[N:4][NH:3]1.[CH:29]1([NH2:32])[CH2:31][CH2:30]1.[BH4-].[Na+]. The catalyst is CO. The product is [CH:29]1([NH:32][CH2:18][C:17]2[CH:16]=[C:15]([CH:14]3[C:5]4=[N:4][NH:3][C:2](=[O:1])[C:11]5[CH:10]=[CH:9][CH:8]=[C:7]([C:6]=54)[NH:12][CH:13]3[C:23]3[CH:28]=[CH:27][CH:26]=[CH:25][CH:24]=3)[CH:22]=[CH:21][CH:20]=2)[CH2:31][CH2:30]1. The yield is 0.190.